Dataset: Reaction yield outcomes from USPTO patents with 853,638 reactions. Task: Predict the reaction yield, written as a fraction of the theoretical maximum amount of product (1.0 means a 100% yield; for example, 0.34 means a 34% yield). (1) The reactants are CS(OC[CH2:7][CH2:8][C@@:9]1([C:25]2[CH:30]=[CH:29][CH:28]=[CH:27][CH:26]=2)[O:14][C:13](=[O:15])[N:12]([C@H:16]([C:18]2[CH:23]=[CH:22][C:21]([Br:24])=[CH:20][CH:19]=2)[CH3:17])[CH2:11][CH2:10]1)(=O)=O.[H-].[Na+].[CH3:33][NH:34][C:35](=[O:37])[CH3:36].[CH2:38](Cl)Cl. No catalyst specified. The product is [Br:24][C:21]1[CH:20]=[CH:19][C:18]([C@@H:16]([N:12]2[CH2:11][CH2:10][C@:9]([CH2:8][CH2:7][CH2:33][N:34]([CH3:38])[C:35](=[O:37])[CH3:36])([C:25]3[CH:26]=[CH:27][CH:28]=[CH:29][CH:30]=3)[O:14][C:13]2=[O:15])[CH3:17])=[CH:23][CH:22]=1. The yield is 0.680. (2) The reactants are [CH2:1]([O:8][C:9]([N:11]1[CH2:16][CH2:15][N:14]([C:17]([C:22]([C:24]2[CH:25]=[C:26]3[C:30](=[CH:31][C:32]=2[O:33][CH2:34][C:35]2[CH:40]=[CH:39][CH:38]=[CH:37][CH:36]=2)[NH:29][CH:28]=[C:27]3[CH3:41])=O)=[CH:18][N:19](C)C)[CH2:13][CH2:12]1)=[O:10])[C:2]1[CH:7]=[CH:6][CH:5]=[CH:4][CH:3]=1.[NH2:42]N. The catalyst is CCO. The product is [CH2:1]([O:8][C:9]([N:11]1[CH2:12][CH2:13][N:14]([C:17]2[C:22]([C:24]3[CH:25]=[C:26]4[C:30](=[CH:31][C:32]=3[O:33][CH2:34][C:35]3[CH:36]=[CH:37][CH:38]=[CH:39][CH:40]=3)[NH:29][CH:28]=[C:27]4[CH3:41])=[N:42][NH:19][CH:18]=2)[CH2:15][CH2:16]1)=[O:10])[C:2]1[CH:7]=[CH:6][CH:5]=[CH:4][CH:3]=1. The yield is 0.300. (3) The reactants are C([O:3][C:4]([C:6]1[CH:7]=[C:8]([C:15](=[O:26])[NH:16][C@@H:17]([C:19]2[CH:24]=[CH:23][C:22]([F:25])=[CH:21][CH:20]=2)[CH3:18])[N:9]2[CH2:14][CH2:13][O:12][CH2:11][C:10]=12)=[O:5])C.[OH-].[Na+].Cl. The catalyst is CO. The product is [F:25][C:22]1[CH:23]=[CH:24][C:19]([C@H:17]([NH:16][C:15]([C:8]2[N:9]3[C:10]([CH2:11][O:12][CH2:13][CH2:14]3)=[C:6]([C:4]([OH:5])=[O:3])[CH:7]=2)=[O:26])[CH3:18])=[CH:20][CH:21]=1. The yield is 0.850. (4) The reactants are [O:1]=[C:2]1[C:11]2[C:6](=[CH:7][CH:8]=[CH:9][CH:10]=2)[C:5]([CH2:12][C:13]2[CH:14]=[C:15]([CH:19]=[CH:20][CH:21]=2)C(O)=O)=[N:4][NH:3]1.[N:22]1([C:29](OC(C)(C)C)=[O:30])[CH2:28][CH2:27][CH2:26][NH:25][CH2:24][CH2:23]1. No catalyst specified. The product is [N:22]1([C:29]([C:15]2[CH:14]=[C:13]([CH:21]=[CH:20][CH:19]=2)[CH2:12][C:5]2[C:6]3[C:11](=[CH:10][CH:9]=[CH:8][CH:7]=3)[C:2](=[O:1])[NH:3][N:4]=2)=[O:30])[CH2:28][CH2:27][CH2:26][NH:25][CH2:24][CH2:23]1. The yield is 0.970. (5) The reactants are [CH3:1][C:2]1([CH3:10])[CH:8]2[CH:6]([O:7]2)[C:5](=[O:9])[CH2:4][CH2:3]1.[OH-].[K+].[CH3:13]O. The catalyst is O. The product is [CH3:13][O:7][C:6]1[C:5](=[O:9])[CH2:4][CH2:3][C:2]([CH3:10])([CH3:1])[CH:8]=1. The yield is 0.459. (6) The reactants are [CH3:1][N:2]([CH3:11])[C:3]1[CH:10]=[CH:9][C:6]([CH:7]=[O:8])=[CH:5][CH:4]=1.[Br-:12].[Br-].[Br-].[NH+]1C=CC=CC=1.[NH+]1C=CC=CC=1.[NH+]1C=CC=CC=1. The catalyst is ClCCl. The product is [Br:12][C:4]1[CH:5]=[C:6]([CH:9]=[CH:10][C:3]=1[N:2]([CH3:11])[CH3:1])[CH:7]=[O:8]. The yield is 0.920. (7) The reactants are [CH3:1][O:2][C:3]1[CH:4]=[C:5]([C:9]2[CH:17]=[CH:16][CH:15]=[C:14]3[C:10]=2[CH2:11][C:12](=[O:18])[NH:13]3)[CH:6]=[CH:7][CH:8]=1.[CH3:19][C:20]1[C:24]([C:25]([N:27]2[CH2:32][CH2:31][N:30]([CH3:33])[CH2:29][CH2:28]2)=[O:26])=[C:23]([CH3:34])[NH:22][C:21]=1[CH:35]=O. The catalyst is C(O)C.N1CCCCC1. The product is [CH3:19][C:20]1[C:24]([C:25]([N:27]2[CH2:28][CH2:29][N:30]([CH3:33])[CH2:31][CH2:32]2)=[O:26])=[C:23]([CH3:34])[NH:22][C:21]=1[CH:35]=[C:11]1[C:10]2[C:14](=[CH:15][CH:16]=[CH:17][C:9]=2[C:5]2[CH:6]=[CH:7][CH:8]=[C:3]([O:2][CH3:1])[CH:4]=2)[NH:13][C:12]1=[O:18]. The yield is 0.530. (8) The product is [C:18]1([C:16]2[N:17]=[C:12]3[CH:11]=[CH:10][C:9]([NH:8][C:7]([C:6]4[N:2]([CH3:1])[N:3]=[CH:4][C:5]=4[C:25]([N:28]4[CH2:32][CH2:31][CH2:30][CH2:29]4)=[O:27])=[O:24])=[CH:14][N:13]3[N:15]=2)[CH:23]=[CH:22][CH:21]=[CH:20][CH:19]=1. The catalyst is O1CCCC1. The reactants are [CH3:1][N:2]1[C:6]([C:7](=[O:24])[NH:8][C:9]2[CH:10]=[CH:11][C:12]3[N:13]([N:15]=[C:16]([C:18]4[CH:23]=[CH:22][CH:21]=[CH:20][CH:19]=4)[N:17]=3)[CH:14]=2)=[C:5]([C:25]([OH:27])=O)[CH:4]=[N:3]1.[NH:28]1[CH2:32][CH2:31][CH2:30][CH2:29]1.CCCP(=O)=O.C(OCC)(=O)C.C(N(CC)C(C)C)(C)C. The yield is 0.350. (9) The reactants are Cl[CH2:2][CH2:3][CH2:4][O:5][C:6]1[CH:15]=[C:14]2[C:9]([C:10]([NH:18][C:19]3[CH:24]=[C:23]([O:25][CH3:26])[C:22]([Cl:27])=[CH:21][C:20]=3[Cl:28])=[C:11]([C:16]#[N:17])[CH:12]=[N:13]2)=[CH:8][C:7]=1[O:29][CH3:30].[I-].[Na+].[CH3:33][N:34]1[CH2:39][CH2:38][NH:37][CH2:36][CH2:35]1. No catalyst specified. The product is [Cl:28][C:20]1[CH:21]=[C:22]([Cl:27])[C:23]([O:25][CH3:26])=[CH:24][C:19]=1[NH:18][C:10]1[C:9]2[C:14](=[CH:15][C:6]([O:5][CH2:4][CH2:3][CH2:2][N:37]3[CH2:38][CH2:39][N:34]([CH3:33])[CH2:35][CH2:36]3)=[C:7]([O:29][CH3:30])[CH:8]=2)[N:13]=[CH:12][C:11]=1[C:16]#[N:17]. The yield is 0.750. (10) The reactants are [I:1][C:2]1[CH:7]=[CH:6][C:5]([OH:8])=[C:4]([CH3:9])[CH:3]=1.C(=O)([O-])[O-].[Cs+].[Cs+].[CH2:16](Br)[C:17]1[CH:22]=[CH:21][CH:20]=[CH:19][CH:18]=1. The catalyst is CC(C)=O. The product is [CH2:16]([O:8][C:5]1[CH:6]=[CH:7][C:2]([I:1])=[CH:3][C:4]=1[CH3:9])[C:17]1[CH:22]=[CH:21][CH:20]=[CH:19][CH:18]=1. The yield is 0.900.